Dataset: Full USPTO retrosynthesis dataset with 1.9M reactions from patents (1976-2016). Task: Predict the reactants needed to synthesize the given product. Given the product [CH:1]1([C:4]2[CH:5]=[CH:6][C:7]([C:15]([NH:27][C@H:20]([C:21]3[CH:22]=[N:23][CH:24]=[CH:25][CH:26]=3)[C:19]([F:18])([F:28])[F:29])=[O:17])=[N:8][C:9]=2[O:10][CH2:11][CH:12]2[CH2:13][CH2:14]2)[CH2:2][CH2:3]1, predict the reactants needed to synthesize it. The reactants are: [CH:1]1([C:4]2[CH:5]=[CH:6][C:7]([C:15]([OH:17])=O)=[N:8][C:9]=2[O:10][CH2:11][CH:12]2[CH2:14][CH2:13]2)[CH2:3][CH2:2]1.[F:18][C:19]([F:29])([F:28])[C@H:20]([NH2:27])[C:21]1[CH:22]=[N:23][CH:24]=[CH:25][CH:26]=1.